This data is from Reaction yield outcomes from USPTO patents with 853,638 reactions. The task is: Predict the reaction yield, written as a fraction of the theoretical maximum amount of product (1.0 means a 100% yield; for example, 0.34 means a 34% yield). (1) The reactants are [CH3:1][N:2]1[C:7](=[O:8])[C:6]([NH:9][C:10]2C=CC(N3CCN(C)CC3)=C[N:11]=2)=[CH:5][C:4]([C:23]2[CH:33]=[CH:32][CH:31]=[C:30]([N:34]3[CH2:46][CH2:45][N:37]4[C:38]5[CH2:39][CH2:40][CH2:41][CH2:42][C:43]=5[CH:44]=[C:36]4[C:35]3=[O:47])[C:24]=2[CH2:25][O:26][C:27](=[O:29])[CH3:28])=[CH:3]1.Br[C:49]1[C:50]([CH2:69]O)=[C:51]([N:55]2CCN3C4CCCCC=4C=C3[C:56]2=O)[CH:52]=CC=1.C([O-])([O-])=[O:72].[Na+].[Na+]. The catalyst is C1C=CC([P]([Pd]([P](C2C=CC=CC=2)(C2C=CC=CC=2)C2C=CC=CC=2)([P](C2C=CC=CC=2)(C2C=CC=CC=2)C2C=CC=CC=2)[P](C2C=CC=CC=2)(C2C=CC=CC=2)C2C=CC=CC=2)(C2C=CC=CC=2)C2C=CC=CC=2)=CC=1. The product is [C:27]([O:26][CH2:25][C:24]1[C:30]([N:34]2[CH2:46][CH2:45][N:37]3[C:38]4[CH2:39][CH2:40][CH2:41][CH2:42][C:43]=4[CH:44]=[C:36]3[C:35]2=[O:47])=[CH:31][CH:32]=[CH:33][C:23]=1[C:4]1[CH:5]=[C:6]([NH:9][C:10]2[CH:52]=[C:51]([C:50]([OH:72])([CH3:69])[CH3:49])[N:55]([CH3:56])[N:11]=2)[C:7](=[O:8])[N:2]([CH3:1])[CH:3]=1)(=[O:29])[CH3:28]. The yield is 0.400. (2) The reactants are [CH3:1][C:2]1[O:6][C:5]([C:7]2[CH:12]=[CH:11][CH:10]=[CH:9][CH:8]=2)=[N:4][C:3]=1[C:13]([O:15][CH2:16][CH3:17])=[O:14].C1C(=O)N([Br:25])C(=O)C1. The catalyst is C(Cl)(Cl)(Cl)Cl. The product is [Br:25][CH2:1][C:2]1[O:6][C:5]([C:7]2[CH:12]=[CH:11][CH:10]=[CH:9][CH:8]=2)=[N:4][C:3]=1[C:13]([O:15][CH2:16][CH3:17])=[O:14]. The yield is 0.350. (3) The product is [CH2:1]([O:8][C:9](=[O:14])[NH:10][CH2:11][CH:12]=[O:13])[C:2]1[CH:7]=[CH:6][CH:5]=[CH:4][CH:3]=1. The yield is 0.820. The catalyst is C(Cl)Cl.CS(C)=O. The reactants are [CH2:1]([O:8][C:9](=[O:14])[NH:10][CH2:11][CH2:12][OH:13])[C:2]1[CH:7]=[CH:6][CH:5]=[CH:4][CH:3]=1.CCN(C(C)C)C(C)C. (4) The product is [Cl:1][C:2]1[CH:7]=[C:6]([NH2:8])[CH:5]=[C:4]([Cl:11])[C:3]=1[C:12]1[CH:17]=[CH:16][CH:15]=[CH:14][C:13]=1[F:18]. The yield is 0.390. The reactants are [Cl:1][C:2]1[CH:7]=[C:6]([N+:8]([O-])=O)[CH:5]=[C:4]([Cl:11])[C:3]=1[C:12]1[CH:17]=[CH:16][CH:15]=[CH:14][C:13]=1[F:18].[Cl-].[NH4+]. The catalyst is CO.O.[Fe].